From a dataset of Full USPTO retrosynthesis dataset with 1.9M reactions from patents (1976-2016). Predict the reactants needed to synthesize the given product. (1) Given the product [CH2:1]([O:3][C:4]1[CH:9]=[C:8]([N+:10]([O-:12])=[O:11])[CH:7]=[CH:6][C:5]=1[C:13]1[O:14][C:17]([NH:18][CH2:19][CH2:20][CH2:21][N:22]2[CH2:27][CH2:26][CH2:25][CH2:24][CH2:23]2)=[N:16][N:15]=1)[CH3:2], predict the reactants needed to synthesize it. The reactants are: [CH2:1]([O:3][C:4]1[CH:9]=[C:8]([N+:10]([O-:12])=[O:11])[CH:7]=[CH:6][C:5]=1[C:13]([NH:15][NH:16][C:17](=S)[NH:18][CH2:19][CH2:20][CH2:21][N:22]1[CH2:27][CH2:26][CH2:25][CH2:24][CH2:23]1)=[O:14])[CH3:2].Cl.CN(C)CCCN=C=NCC. (2) Given the product [CH:1]([C:4]1[C:8](=[O:9])[O:7][CH2:6][C:5]=1[N:10]1[CH2:14][CH2:13][C:12]2([CH2:19][CH2:18][NH:17][CH2:16][CH2:15]2)[C:11]1=[O:27])([CH3:3])[CH3:2], predict the reactants needed to synthesize it. The reactants are: [CH:1]([C:4]1[C:8](=[O:9])[O:7][CH2:6][C:5]=1[N:10]1[CH2:14][CH2:13][C:12]2([CH2:19][CH2:18][N:17](C(OC(C)(C)C)=O)[CH2:16][CH2:15]2)[C:11]1=[O:27])([CH3:3])[CH3:2].FC(F)(F)C(O)=O. (3) Given the product [CH3:3][O:4][C:5](=[O:30])[CH:6]([C:8]1[C:9]([CH3:29])=[C:10]([S:18][C:19]2[CH:24]=[CH:23][C:22]([S:25]([CH3:28])(=[O:27])=[O:26])=[CH:21][CH:20]=2)[N:11]2[C:16]=1[CH:15]=[C:14]([Cl:17])[CH:13]=[CH:12]2)[OH:7], predict the reactants needed to synthesize it. The reactants are: [BH4-].[Na+].[CH3:3][O:4][C:5](=[O:30])[C:6]([C:8]1[C:9]([CH3:29])=[C:10]([S:18][C:19]2[CH:24]=[CH:23][C:22]([S:25]([CH3:28])(=[O:27])=[O:26])=[CH:21][CH:20]=2)[N:11]2[C:16]=1[CH:15]=[C:14]([Cl:17])[CH:13]=[CH:12]2)=[O:7]. (4) The reactants are: Br[C:2]1[CH:3]=[CH:4][CH:5]=[C:6]2[C:11]=1[N:10]=[C:9]([N:12]1[CH2:17][CH2:16][N:15]([C:18]([O:20][C:21]([CH3:24])([CH3:23])[CH3:22])=[O:19])[CH2:14][CH2:13]1)[N:8]=[CH:7]2.[CH2:25]([Cl:27])Cl.C([O-])(O)=O.[Na+]. Given the product [Cl:27][C:25]1[CH:4]=[CH:3][CH:2]=[CH:11][C:6]=1[C:2]1[CH:3]=[CH:4][CH:5]=[C:6]2[C:11]=1[N:10]=[C:9]([N:12]1[CH2:13][CH2:14][N:15]([C:18]([O:20][C:21]([CH3:23])([CH3:24])[CH3:22])=[O:19])[CH2:16][CH2:17]1)[N:8]=[CH:7]2, predict the reactants needed to synthesize it. (5) The reactants are: [Br:1][C:2]1[CH:7]=[N:6][CH:5]=[C:4]2[S:8][C:9]([C:11]([NH2:13])=O)=[CH:10][C:3]=12.C(OC(C(F)(F)F)=O)(C(F)(F)F)=O. Given the product [Br:1][C:2]1[CH:7]=[N:6][CH:5]=[C:4]2[S:8][C:9]([C:11]#[N:13])=[CH:10][C:3]=12, predict the reactants needed to synthesize it. (6) Given the product [C:1]1([C:11]([C:14]2[N:15]=[CH:16][NH:17][CH:18]=2)=[CH2:12])[C:10]2[C:5](=[CH:6][CH:7]=[CH:8][CH:9]=2)[CH:4]=[CH:3][CH:2]=1, predict the reactants needed to synthesize it. The reactants are: [C:1]1([C:11]([C:14]2[N:15]=[CH:16][N:17](C(C3C=CC=CC=3)(C3C=CC=CC=3)C3C=CC=CC=3)[CH:18]=2)(O)[CH3:12])[C:10]2[C:5](=[CH:6][CH:7]=[CH:8][CH:9]=2)[CH:4]=[CH:3][CH:2]=1.[OH-].[Na+]. (7) Given the product [Cl:20][C:21]1[CH:26]=[CH:25][C:24]([O:27][C:28]([N:16]2[C:17]3[C:13](=[CH:12][C:11]([CH2:10][CH2:9][CH2:8][CH2:7][CH2:6][N:4]([CH2:1][CH:2]=[CH2:3])[CH3:5])=[CH:19][CH:18]=3)[CH2:14][CH2:15]2)=[S:29])=[CH:23][CH:22]=1, predict the reactants needed to synthesize it. The reactants are: [CH2:1]([N:4]([CH2:6][CH2:7][CH2:8][CH2:9][CH2:10][C:11]1[CH:12]=[C:13]2[C:17](=[CH:18][CH:19]=1)[NH:16][CH2:15][CH2:14]2)[CH3:5])[CH:2]=[CH2:3].[Cl:20][C:21]1[CH:26]=[CH:25][C:24]([O:27][C:28](Cl)=[S:29])=[CH:23][CH:22]=1.